Dataset: Reaction yield outcomes from USPTO patents with 853,638 reactions. Task: Predict the reaction yield, written as a fraction of the theoretical maximum amount of product (1.0 means a 100% yield; for example, 0.34 means a 34% yield). (1) The reactants are [N:1]1[CH:6]=[CH:5][C:4]([C:7]([OH:9])=O)=[CH:3][CH:2]=1.C(N1C=CN=C1)(N1C=CN=C1)=O.C(=O)=O.Cl.[CH3:26][NH:27][O:28][CH3:29]. The catalyst is C(Cl)Cl. The product is [CH3:26][N:27]([O:28][CH3:29])[C:7](=[O:9])[C:4]1[CH:5]=[CH:6][N:1]=[CH:2][CH:3]=1. The yield is 0.620. (2) The reactants are [CH3:1][C:2]1([CH3:33])[CH2:8][C:7](=O)[CH2:6][CH2:5][C:4]([CH3:11])([CH3:10])[P:3]1[C:12]1[CH:17]=[CH:16][CH:15]=[CH:14][C:13]=1[C:18]1[C:23]([CH:24]([CH3:26])[CH3:25])=[CH:22][C:21]([CH:27]([CH3:29])[CH3:28])=[CH:20][C:19]=1[CH:30]([CH3:32])[CH3:31].C(O)COCCO.O.NN.[OH-].[K+]. The catalyst is CCCCCCC.C(OCC)(=O)C. The product is [CH3:33][C:2]1([CH3:1])[CH2:8][CH2:7][CH2:6][CH2:5][C:4]([CH3:10])([CH3:11])[P:3]1[C:12]1[CH:17]=[CH:16][CH:15]=[CH:14][C:13]=1[C:18]1[C:19]([CH:30]([CH3:31])[CH3:32])=[CH:20][C:21]([CH:27]([CH3:29])[CH3:28])=[CH:22][C:23]=1[CH:24]([CH3:26])[CH3:25]. The yield is 0.790. (3) The reactants are FC1C=CC([NH:8][C:9]([C:11]2([C:14]([OH:16])=O)[CH2:13][CH2:12]2)=[O:10])=CC=1.COC1C=CC(C[NH:24]C2C=C(OC3C=CC(N)=C(F)C=3)C=CN=2)=CC=1.CN(C(ON1N=NC2C=CC=CC1=2)=[N+](C)C)C.[B-](F)(F)(F)F.CCN(C(C)C)C(C)C. The catalyst is CN(C=O)C. The product is [C:11]1([C:9]([NH2:8])=[O:10])([C:14]([NH2:24])=[O:16])[CH2:13][CH2:12]1. The yield is 0.570. (4) The reactants are [C:1]([O:4][CH:5]1[C:9]2=[N:10][CH:11]=[C:12]([NH2:29])[C:13]([N:14]3[CH2:19][C@H:18]([CH3:20])[CH2:17][C@H:16]([NH:21][C:22]([O:24][C:25]([CH3:28])([CH3:27])[CH3:26])=[O:23])[CH2:15]3)=[C:8]2[CH2:7][CH2:6]1)(=[O:3])[CH3:2].[F:30][C:31]1[CH:36]=[CH:35][CH:34]=[C:33]([F:37])[C:32]=1[C:38]1[N:43]=[C:42]([C:44](O)=[O:45])[CH:41]=[CH:40][C:39]=1[F:47].CN(C(ON1N=NC2C=CC=NC1=2)=[N+](C)C)C.F[P-](F)(F)(F)(F)F.CCN(C(C)C)C(C)C. The catalyst is CN(C=O)C. The product is [C:1]([O:4][CH:5]1[C:9]2=[N:10][CH:11]=[C:12]([NH:29][C:44]([C:42]3[CH:41]=[CH:40][C:39]([F:47])=[C:38]([C:32]4[C:31]([F:30])=[CH:36][CH:35]=[CH:34][C:33]=4[F:37])[N:43]=3)=[O:45])[C:13]([N:14]3[CH2:19][C@H:18]([CH3:20])[CH2:17][C@H:16]([NH:21][C:22]([O:24][C:25]([CH3:28])([CH3:27])[CH3:26])=[O:23])[CH2:15]3)=[C:8]2[CH2:7][CH2:6]1)(=[O:3])[CH3:2]. The yield is 0.580. (5) The yield is 0.230. The catalyst is C(Cl)Cl. The reactants are C[C:2]1[C:3]([Br:12])=[CH:4][C:5]2[NH:10][CH2:9][CH2:8][NH:7][C:6]=2[N:11]=1.[Cl:13][C:14]1[C:21]([F:22])=[CH:20][CH:19]=[C:18]([F:23])[C:15]=1[CH2:16]Br.[C:24](#N)C. The product is [Br:12][C:3]1[CH:2]=[N:11][C:6]2[NH:7][CH2:8][CH2:9][N:10]([CH2:16][C:15]3[C:18]([F:23])=[CH:19][CH:20]=[C:21]([F:22])[C:14]=3[Cl:13])[C:5]=2[C:4]=1[CH3:24]. (6) The reactants are [Cl:1][C:2]1[CH:9]=[C:8]([NH:10][CH3:11])[C:5]([CH:6]=O)=[CH:4][N:3]=1.[CH3:12][O:13][C:14]1[CH:15]=[C:16]([CH2:22][C:23](OC)=[O:24])[CH:17]=[C:18]([O:20][CH3:21])[CH:19]=1.C(=O)([O-])[O-].[K+].[K+]. The catalyst is CN(C)C=O. The product is [Cl:1][C:2]1[CH:9]=[C:8]2[C:5]([CH:6]=[C:22]([C:16]3[CH:17]=[C:18]([O:20][CH3:21])[CH:19]=[C:14]([O:13][CH3:12])[CH:15]=3)[C:23](=[O:24])[N:10]2[CH3:11])=[CH:4][N:3]=1. The yield is 0.770.